From a dataset of Forward reaction prediction with 1.9M reactions from USPTO patents (1976-2016). Predict the product of the given reaction. (1) The product is: [C:39]([O:1][CH:2]([C:7]1[C:8]([CH3:34])=[N:9][C:10]2[CH2:11][CH2:12][N:13]([C:24]([O:26][CH2:27][C:28]3[CH:29]=[CH:30][CH:31]=[CH:32][CH:33]=3)=[O:25])[CH2:14][C:15]=2[C:16]=1[C:17]1[CH:22]=[CH:21][C:20]([CH3:23])=[CH:19][CH:18]=1)[C:3]([O:5][CH3:6])=[O:4])([CH3:42])([CH3:41])[CH3:40]. Given the reactants [OH:1][CH:2]([C:7]1[C:8]([CH3:34])=[N:9][C:10]2[CH2:11][CH2:12][N:13]([C:24]([O:26][CH2:27][C:28]3[CH:33]=[CH:32][CH:31]=[CH:30][CH:29]=3)=[O:25])[CH2:14][C:15]=2[C:16]=1[C:17]1[CH:22]=[CH:21][C:20]([CH3:23])=[CH:19][CH:18]=1)[C:3]([O:5][CH3:6])=[O:4].C(O[C:39]([CH3:42])([CH3:41])[CH3:40])(=O)C, predict the reaction product. (2) Given the reactants O=C1C2C(=CC=CC=2)C(=O)[N:3]1[CH2:12][CH2:13][NH:14][C@@H:15]([C@@H:23]([CH3:26])[CH2:24][CH3:25])[C:16]([O:18][C:19]([CH3:22])([CH3:21])[CH3:20])=[O:17].O.NN, predict the reaction product. The product is: [NH2:3][CH2:12][CH2:13][NH:14][C@@H:15]([C@@H:23]([CH3:26])[CH2:24][CH3:25])[C:16]([O:18][C:19]([CH3:20])([CH3:21])[CH3:22])=[O:17]. (3) Given the reactants [CH3:1][O:2][C:3]1[CH:4]=[C:5]2[C:10](=[CH:11][CH:12]=1)[C:9](=[O:13])[CH:8]([CH2:14]/[CH:15]=[CH:16]/[CH:17]=O)[CH2:7][CH2:6]2.[C:19]1([CH3:32])[CH:24]=[CH:23][C:22]([CH2:25][NH:26][CH:27]=[CH:28][C:29](=[O:31])[CH3:30])=[CH:21][CH:20]=1, predict the reaction product. The product is: [C:29]([C:28]1[CH:15]([CH2:14][CH:8]2[CH2:7][CH2:6][C:5]3[C:10](=[CH:11][CH:12]=[C:3]([O:2][CH3:1])[CH:4]=3)[C:9]2=[O:13])[CH:16]=[CH:17][N:26]([CH2:25][C:22]2[CH:21]=[CH:20][C:19]([CH3:32])=[CH:24][CH:23]=2)[CH:27]=1)(=[O:31])[CH3:30]. (4) Given the reactants C([O:3][C:4]([C:6]1([CH2:16][C:17]#[N:18])[CH2:15][CH2:14][C:9]2([O:13][CH2:12][CH2:11][O:10]2)[CH2:8][CH2:7]1)=O)C.[H][H], predict the reaction product. The product is: [O:13]1[C:9]2([CH2:14][CH2:15][C:6]3([CH2:16][CH2:17][NH:18][C:4]3=[O:3])[CH2:7][CH2:8]2)[O:10][CH2:11][CH2:12]1. (5) Given the reactants [NH2:1][C:2]1[CH:7]=[C:6]([C:8]2[S:12][C:11]([CH2:13][CH3:14])=[N:10][C:9]=2[C:15]2[CH:20]=[CH:19][CH:18]=[C:17]([C:21]#N)[CH:16]=2)[CH:5]=[CH:4][N:3]=1.S(=O)(=O)(O)[OH:24].[OH-:28].[Na+], predict the reaction product. The product is: [NH2:1][C:2]1[CH:7]=[C:6]([C:8]2[S:12][C:11]([CH2:13][CH3:14])=[N:10][C:9]=2[C:15]2[CH:16]=[C:17]([CH:18]=[CH:19][CH:20]=2)[C:21]([OH:24])=[O:28])[CH:5]=[CH:4][N:3]=1. (6) Given the reactants Cl.[CH2:2]([O:9][C:10]1[CH:19]=[CH:18][CH:17]=[C:16]2[C:11]=1[CH2:12][CH2:13][CH2:14][CH:15]2[C:20]([N:22]([C:29]1[CH:30]=[N:31][C:32]([CH:35]([CH3:37])[CH3:36])=[CH:33][CH:34]=1)[CH2:23][C:24]1[CH:25]=[N:26][NH:27][CH:28]=1)=[O:21])[C:3]1[CH:8]=[CH:7][CH:6]=[CH:5][CH:4]=1.Cl[CH2:39][C:40]1[N:45]=[C:44]([O:46][CH3:47])[CH:43]=[CH:42][CH:41]=1, predict the reaction product. The product is: [CH2:2]([O:9][C:10]1[CH:19]=[CH:18][CH:17]=[C:16]2[C:11]=1[CH2:12][CH2:13][CH2:14][CH:15]2[C:20]([N:22]([C:29]1[CH:30]=[N:31][C:32]([CH:35]([CH3:37])[CH3:36])=[CH:33][CH:34]=1)[CH2:23][C:24]1[CH:25]=[N:26][N:27]([CH2:39][C:40]2[CH:41]=[CH:42][CH:43]=[C:44]([O:46][CH3:47])[N:45]=2)[CH:28]=1)=[O:21])[C:3]1[CH:8]=[CH:7][CH:6]=[CH:5][CH:4]=1. (7) Given the reactants C(NC(=O)[O-])C.[OH:7][C:8]1[C:9]([Cl:21])=[CH:10][C:11]2[CH:12]([CH3:20])[CH:13]3[CH2:17][NH:16][CH2:15][CH:14]3[C:18]=2[CH:19]=1.[F:22][C:23]1[CH:24]=[C:25]([CH:28]=[CH:29][CH:30]=1)[CH2:26]Br, predict the reaction product. The product is: [F:22][C:23]1[CH:24]=[C:25]([CH:28]=[CH:29][CH:30]=1)[CH2:26][O:7][C:8]1[C:9]([Cl:21])=[CH:10][C:11]2[CH:12]([CH3:20])[CH:13]3[CH2:17][NH:16][CH2:15][CH:14]3[C:18]=2[CH:19]=1. (8) Given the reactants [CH2:1]([O:3][C:4]([C:6]1([C:27]([O:29][CH2:30][CH3:31])=[O:28])[CH2:10][CH2:9][C:8](=[O:11])[N:7]1[C:12]1[CH:13]=[N:14][C:15]([O:18][C:19]2[CH:24]=[CH:23][C:22]([CH2:25]Br)=[CH:21][CH:20]=2)=[CH:16][CH:17]=1)=[O:5])[CH3:2].[NH:32]1[CH:36]=[CH:35][CH:34]=[N:33]1.C(=O)([O-])[O-].[K+].[K+], predict the reaction product. The product is: [CH2:1]([O:3][C:4]([C:6]1([C:27]([O:29][CH2:30][CH3:31])=[O:28])[CH2:10][CH2:9][C:8](=[O:11])[N:7]1[C:12]1[CH:13]=[N:14][C:15]([O:18][C:19]2[CH:24]=[CH:23][C:22]([CH2:25][N:32]3[CH:36]=[CH:35][CH:34]=[N:33]3)=[CH:21][CH:20]=2)=[CH:16][CH:17]=1)=[O:5])[CH3:2]. (9) Given the reactants [C:1]([O:5][C:6](=[O:58])[CH2:7][N:8]1[CH:12]=[CH:11][N:10]=[C:9]1[CH2:13][N:14]([CH2:44][C:45]1[N:46]([CH2:50][C:51](=[O:57])[O:52][C:53]([CH3:56])([CH3:55])[CH3:54])[CH:47]=[CH:48][N:49]=1)[CH2:15][CH2:16][CH2:17][CH2:18][C@H:19]([NH:27][C:28](=[O:43])[NH:29][C@H:30]([C:36]([O:38][C:39]([CH3:42])([CH3:41])[CH3:40])=[O:37])[CH2:31][CH2:32][C:33](O)=[O:34])[C:20]([O:22][C:23]([CH3:26])([CH3:25])[CH3:24])=[O:21])([CH3:4])([CH3:3])[CH3:2].[NH2:59][CH2:60][CH2:61][C:62]1[CH:67]=[CH:66][C:65]([S:68]([NH2:71])(=[O:70])=[O:69])=[CH:64][CH:63]=1.CN(C(ON1N=NC2C=CC=NC1=2)=[N+](C)C)C.F[P-](F)(F)(F)(F)F.CCN(C(C)C)C(C)C, predict the reaction product. The product is: [C:53]([O:52][C:51](=[O:57])[CH2:50][N:46]1[CH:47]=[CH:48][N:49]=[C:45]1[CH2:44][N:14]([CH2:13][C:9]1[N:8]([CH2:7][C:6](=[O:58])[O:5][C:1]([CH3:4])([CH3:3])[CH3:2])[CH:12]=[CH:11][N:10]=1)[CH2:15][CH2:16][CH2:17][CH2:18][C@H:19]([NH:27][C:28]([NH:29][C@@H:30]([CH2:31][CH2:32][C:33](=[O:34])[NH:59][CH2:60][CH2:61][C:62]1[CH:63]=[CH:64][C:65]([S:68](=[O:69])(=[O:70])[NH2:71])=[CH:66][CH:67]=1)[C:36]([O:38][C:39]([CH3:40])([CH3:41])[CH3:42])=[O:37])=[O:43])[C:20]([O:22][C:23]([CH3:26])([CH3:25])[CH3:24])=[O:21])([CH3:54])([CH3:55])[CH3:56]. (10) Given the reactants [F:1][C:2]([F:18])([F:17])[C:3]1[CH:4]=[CH:5][C:6]([O:9][C:10]2[CH:15]=[CH:14][C:13]([OH:16])=[CH:12][CH:11]=2)=[N:7][CH:8]=1.[I-].C[N+]1C=CN([C:26]([N:28]2[CH2:33][CH2:32][CH2:31][CH2:30][CH2:29]2)=[O:27])C=1, predict the reaction product. The product is: [F:18][C:2]([F:1])([F:17])[C:3]1[CH:4]=[CH:5][C:6]([O:9][C:10]2[CH:11]=[CH:12][C:13]([O:16][C:26]([N:28]3[CH2:33][CH2:32][CH2:31][CH2:30][CH2:29]3)=[O:27])=[CH:14][CH:15]=2)=[N:7][CH:8]=1.